Dataset: Forward reaction prediction with 1.9M reactions from USPTO patents (1976-2016). Task: Predict the product of the given reaction. Given the reactants [Br:1][C:2]1[CH:3]=[CH:4][C:5]([O:23][CH2:24][C:25]2[CH:30]=[CH:29][C:28]([Cl:31])=[CH:27][CH:26]=2)=[C:6]([CH2:8][N:9]2[CH2:14][CH2:13][CH:12]([NH:15]C(=O)OC(C)(C)C)[CH2:11][CH2:10]2)[CH:7]=1.C(O)(C(F)(F)F)=O, predict the reaction product. The product is: [Br:1][C:2]1[CH:3]=[CH:4][C:5]([O:23][CH2:24][C:25]2[CH:26]=[CH:27][C:28]([Cl:31])=[CH:29][CH:30]=2)=[C:6]([CH2:8][N:9]2[CH2:14][CH2:13][CH:12]([NH2:15])[CH2:11][CH2:10]2)[CH:7]=1.